Predict the product of the given reaction. From a dataset of Forward reaction prediction with 1.9M reactions from USPTO patents (1976-2016). The product is: [CH3:38][C:5]([O:7][C:8]1[CH:13]=[CH:12][C:11]([O:14][CH2:15][C:16]2[N:17]([CH2:32][C:33]([F:35])([F:36])[F:34])[N:18]=[C:19]([C:21]3[CH:26]=[CH:25][C:24]([O:27][C:28]([F:31])([F:29])[F:30])=[CH:23][CH:22]=3)[CH:20]=2)=[CH:10][C:9]=1[CH3:37])([CH3:6])[C:4]([OH:39])=[O:3]. Given the reactants C([O:3][C:4](=[O:39])[C:5]([CH3:38])([O:7][C:8]1[CH:13]=[CH:12][C:11]([O:14][CH2:15][C:16]2[N:17]([CH2:32][C:33]([F:36])([F:35])[F:34])[N:18]=[C:19]([C:21]3[CH:26]=[CH:25][C:24]([O:27][C:28]([F:31])([F:30])[F:29])=[CH:23][CH:22]=3)[CH:20]=2)=[CH:10][C:9]=1[CH3:37])[CH3:6])C.[Li+].[OH-], predict the reaction product.